This data is from Reaction yield outcomes from USPTO patents with 853,638 reactions. The task is: Predict the reaction yield, written as a fraction of the theoretical maximum amount of product (1.0 means a 100% yield; for example, 0.34 means a 34% yield). (1) The reactants are O.C1(C)C=CC(S(O)(=O)=O)=CC=1.[C:13]1([CH2:19][CH2:20][C@H:21]([O:45]C2CCCCO2)/[CH:22]=[CH:23]/[C@@H:24]2[C@@H:36]3[C@@H:27]([O:28][C:29](=[O:37])[CH2:30][CH2:31][CH2:32][CH:33]=[CH:34][CH2:35]3)[CH2:26][C@H:25]2[O:38]C2CCCCO2)[CH:18]=[CH:17][CH:16]=[CH:15][CH:14]=1. The catalyst is CO. The product is [OH:38][C@@H:25]1[CH2:26][C@@H:27]2[O:28][C:29](=[O:37])[CH2:30][CH2:31][CH2:32][CH:33]=[CH:34][CH2:35][C@@H:36]2[C@H:24]1/[CH:23]=[CH:22]/[C@@H:21]([OH:45])[CH2:20][CH2:19][C:13]1[CH:14]=[CH:15][CH:16]=[CH:17][CH:18]=1. The yield is 0.565. (2) The reactants are [NH:1]1[CH:5]=[CH:4][N:3]=[C:2]1[CH:6]=[O:7].Br[CH2:9][CH:10]([O:13][CH3:14])[O:11][CH3:12].C(=O)([O-])[O-].[K+].[K+].[I-].[K+]. The catalyst is CN(C=O)C. The product is [CH3:12][O:11][CH:10]([O:13][CH3:14])[CH2:9][N:1]1[CH:5]=[CH:4][N:3]=[C:2]1[CH:6]=[O:7]. The yield is 0.320. (3) The reactants are [Cl:1][C:2]1[CH:7]=[CH:6][C:5]([S:8]([N:11]([C@H:19]([CH2:23][CH:24]([CH3:26])[CH3:25])[C:20]([NH2:22])=[O:21])[CH2:12][CH:13]2[CH2:18][CH2:17][NH:16][CH2:15][CH2:14]2)(=[O:10])=[O:9])=[CH:4][CH:3]=1.CCN(CC)CC.[N:34]([CH2:37][CH2:38][C:39]1[CH:44]=[CH:43][CH:42]=[CH:41][CH:40]=1)=[C:35]=[O:36].C([O-])(O)=O.[Na+]. The catalyst is C(Cl)Cl. The product is [CH2:37]([NH:34][C:35]([N:16]1[CH2:15][CH2:14][CH:13]([CH2:12][N:11]([C@@H:19]([C:20](=[O:21])[NH2:22])[CH2:23][CH:24]([CH3:26])[CH3:25])[S:8]([C:5]2[CH:6]=[CH:7][C:2]([Cl:1])=[CH:3][CH:4]=2)(=[O:9])=[O:10])[CH2:18][CH2:17]1)=[O:36])[CH2:38][C:39]1[CH:44]=[CH:43][CH:42]=[CH:41][CH:40]=1. The yield is 0.520. (4) The reactants are N[C@@H:2]1[CH2:6][CH2:5][N:4]([CH2:7][CH2:8][CH2:9][O:10][C:11]2[CH:16]=[CH:15][C:14]([C:17]3[CH:22]=[CH:21][C:20]([C:23]#[N:24])=[CH:19][CH:18]=3)=[CH:13][CH:12]=2)[CH2:3]1.N1CC[C@@H]([OH:30])C1.C(=O)([O-])[O-].[K+].[K+].[I-].[K+]. The catalyst is CC(=O)CC. The product is [OH:30][C@@H:2]1[CH2:6][CH2:5][N:4]([CH2:7][CH2:8][CH2:9][O:10][C:11]2[CH:16]=[CH:15][C:14]([C:17]3[CH:22]=[CH:21][C:20]([C:23]#[N:24])=[CH:19][CH:18]=3)=[CH:13][CH:12]=2)[CH2:3]1. The yield is 0.690. (5) The reactants are CCN(C(C)C)C(C)C.FC(F)(F)S(O[C:16]1[CH:17]=[CH:18][C:19]2[O:23][C:22]([C:24]3[CH:29]=[CH:28][C:27]([F:30])=[CH:26][CH:25]=3)=[C:21]([C:31](=[O:34])[NH:32][CH3:33])[C:20]=2[CH:35]=1)(=O)=O.[CH3:38][C:39]1[O:43][C:42]([C:44]2[CH:45]=[C:46](B(O)O)[CH:47]=[CH:48][CH:49]=2)=[N:41][N:40]=1.O1CCOCC1. The catalyst is C1C=CC([P]([Pd]([P](C2C=CC=CC=2)(C2C=CC=CC=2)C2C=CC=CC=2)([P](C2C=CC=CC=2)(C2C=CC=CC=2)C2C=CC=CC=2)[P](C2C=CC=CC=2)(C2C=CC=CC=2)C2C=CC=CC=2)(C2C=CC=CC=2)C2C=CC=CC=2)=CC=1.O. The product is [F:30][C:27]1[CH:26]=[CH:25][C:24]([C:22]2[O:23][C:19]3[CH:18]=[CH:17][C:16]([C:46]4[CH:47]=[CH:48][CH:49]=[C:44]([C:42]5[O:43][C:39]([CH3:38])=[N:40][N:41]=5)[CH:45]=4)=[CH:35][C:20]=3[C:21]=2[C:31]([NH:32][CH3:33])=[O:34])=[CH:29][CH:28]=1. The yield is 0.370. (6) The reactants are [Br:1][C:2]1[CH:3]=[C:4]2[C:13](=[CH:14][CH:15]=1)[N:12]=[C:11]1[C:6]([CH:7]=[CH:8][CH:9]=[C:10]1[C:16]([OH:18])=O)=[N:5]2.[NH2:19][CH2:20][CH2:21][N:22]([CH2:33][CH3:34])[CH2:23][CH2:24][O:25][C:26]1[C:27]([F:32])=[N:28][CH:29]=[CH:30][CH:31]=1. The catalyst is S(Cl)(Cl)=O.ClCCl. The product is [CH2:33]([N:22]([CH2:21][CH2:20][NH:19][C:16]([C:10]1[C:11]2[C:6](=[N:5][C:4]3[C:13]([N:12]=2)=[CH:14][CH:15]=[C:2]([Br:1])[CH:3]=3)[CH:7]=[CH:8][CH:9]=1)=[O:18])[CH2:23][CH2:24][O:25][C:26]1[C:27]([F:32])=[N:28][CH:29]=[CH:30][CH:31]=1)[CH3:34]. The yield is 0.950. (7) The reactants are [H-].[Na+].[O:3]=[C:4]1[NH:9][CH2:8][CH2:7][N:6]([C:10]([O:12][C:13]([CH3:16])([CH3:15])[CH3:14])=[O:11])[CH2:5]1.Br[CH2:18][C:19]#[N:20]. The catalyst is CN(C=O)C.CCOC(C)=O.O. The product is [C:19]([CH2:18][N:9]1[CH2:8][CH2:7][N:6]([C:10]([O:12][C:13]([CH3:16])([CH3:15])[CH3:14])=[O:11])[CH2:5][C:4]1=[O:3])#[N:20]. The yield is 0.760. (8) The yield is 0.710. The reactants are [CH2:1]([N:8]([CH2:16][C:17]1[CH:22]=[CH:21][CH:20]=[CH:19][CH:18]=1)[CH2:9][C:10](=[O:15])[C:11]([CH3:14])([CH3:13])[CH3:12])[C:2]1[CH:7]=[CH:6][CH:5]=[CH:4][CH:3]=1.[CH3:23][Mg]Br. The product is [CH2:1]([N:8]([CH2:16][C:17]1[CH:18]=[CH:19][CH:20]=[CH:21][CH:22]=1)[CH2:9][C:10]([CH3:23])([OH:15])[C:11]([CH3:14])([CH3:13])[CH3:12])[C:2]1[CH:7]=[CH:6][CH:5]=[CH:4][CH:3]=1. The catalyst is C(OCC)C. (9) The reactants are [NH2:1][C:2]1[N:28]=[CH:27][CH:26]=[CH:25][C:3]=1[C:4]([NH:6][CH2:7][C:8]1[CH:13]=[CH:12][C:11]([O:14][CH2:15][C:16]2[CH:21]=[CH:20][CH:19]=[CH:18][C:17]=2[N+:22]([O-])=O)=[CH:10][CH:9]=1)=[O:5].[Cl-].[NH4+]. The catalyst is C(O)C.O1CCCC1.O.[Fe]. The product is [NH2:1][C:2]1[N:28]=[CH:27][CH:26]=[CH:25][C:3]=1[C:4]([NH:6][CH2:7][C:8]1[CH:13]=[CH:12][C:11]([O:14][CH2:15][C:16]2[CH:21]=[CH:20][CH:19]=[CH:18][C:17]=2[NH2:22])=[CH:10][CH:9]=1)=[O:5]. The yield is 0.980. (10) The reactants are [CH3:1][C:2]1[CH:9]=[CH:8][C:5]([CH2:6]Br)=[CH:4][CH:3]=1.[H-].[Na+].[F:12][C:13]([F:22])([F:21])[CH2:14][CH2:15][CH:16]([C:19]#[N:20])[C:17]#[N:18]. The catalyst is CN(C)C=O. The product is [CH3:1][C:2]1[CH:9]=[CH:8][C:5]([CH2:6][C:16]([CH2:15][CH2:14][C:13]([F:12])([F:21])[F:22])([C:17]#[N:18])[C:19]#[N:20])=[CH:4][CH:3]=1. The yield is 0.760.